From a dataset of Forward reaction prediction with 1.9M reactions from USPTO patents (1976-2016). Predict the product of the given reaction. (1) Given the reactants [H-].[Na+].[CH3:3][O:4][C:5]1[CH:13]=[C:12]2[C:8]([C:9]([C:15]#[N:16])=[C:10]([CH3:14])[NH:11]2)=[CH:7][CH:6]=1.[CH2:17](I)[CH3:18], predict the reaction product. The product is: [CH2:17]([N:11]1[C:12]2[C:8](=[CH:7][CH:6]=[C:5]([O:4][CH3:3])[CH:13]=2)[C:9]([C:15]#[N:16])=[C:10]1[CH3:14])[CH3:18]. (2) Given the reactants Cl[C:2]1[CH:3]=[CH:4][C:5]([CH2:8][N:9]2[CH2:15][CH2:14][C:13]3[S:16][C:17]([NH:19][C:20]4[N:25]=[CH:24][C:23]([F:26])=[CH:22][N:21]=4)=[N:18][C:12]=3[C:11]3[CH:27]=[N:28][N:29]([CH2:30][C:31]4[CH:36]=[CH:35][C:34]([O:37][CH3:38])=[CH:33][CH:32]=4)[C:10]2=3)=[N:6][CH:7]=1.N#N.[NH:41]1[CH2:46][CH2:45][O:44][CH2:43][CH2:42]1.C(O[K])(C)(C)C.C1(P(C2CCCCC2)C2C=CC=CC=2C2C(C(C)C)=CC(C(C)C)=CC=2C(C)C)CCCCC1, predict the reaction product. The product is: [F:26][C:23]1[CH:22]=[N:21][C:20]([NH:19][C:17]2[S:16][C:13]3[CH2:14][CH2:15][N:9]([CH2:8][C:5]4[CH:4]=[CH:3][C:2]([N:41]5[CH2:46][CH2:45][O:44][CH2:43][CH2:42]5)=[CH:7][N:6]=4)[C:10]4[N:29]([CH2:30][C:31]5[CH:36]=[CH:35][C:34]([O:37][CH3:38])=[CH:33][CH:32]=5)[N:28]=[CH:27][C:11]=4[C:12]=3[N:18]=2)=[N:25][CH:24]=1.